This data is from Catalyst prediction with 721,799 reactions and 888 catalyst types from USPTO. The task is: Predict which catalyst facilitates the given reaction. Reactant: Br[C:2]1[C:7]([F:8])=[CH:6][C:5]([N:9]2[C:18]3[C:13](=[CH:14][C:15]([S:19]([N:22]([C:32]4[CH:36]=[CH:35][O:34][N:33]=4)[CH2:23][C:24]4[CH:29]=[CH:28][C:27]([O:30][CH3:31])=[CH:26][CH:25]=4)(=[O:21])=[O:20])=[CH:16][CH:17]=3)[CH:12]=[CH:11][C:10]2=[O:37])=[C:4]([O:38][CH3:39])[CH:3]=1.[OH:40][C:41]1[CH:46]=[C:45]([CH3:47])[CH:44]=[CH:43][N:42]=1.C(=O)([O-])[O-].[Cs+].[Cs+].CN[C@@H]1CCCC[C@H]1NC.N#N. Product: [F:8][C:7]1[C:2]([N:42]2[CH:43]=[CH:44][C:45]([CH3:47])=[CH:46][C:41]2=[O:40])=[CH:3][C:4]([O:38][CH3:39])=[C:5]([N:9]2[C:18]3[C:13](=[CH:14][C:15]([S:19]([N:22]([C:32]4[CH:36]=[CH:35][O:34][N:33]=4)[CH2:23][C:24]4[CH:25]=[CH:26][C:27]([O:30][CH3:31])=[CH:28][CH:29]=4)(=[O:20])=[O:21])=[CH:16][CH:17]=3)[CH:12]=[CH:11][C:10]2=[O:37])[CH:6]=1. The catalyst class is: 321.